The task is: Predict the product of the given reaction.. This data is from Forward reaction prediction with 1.9M reactions from USPTO patents (1976-2016). (1) Given the reactants [S:1]1[CH:5]=[CH:4][C:3]([CH2:6]Br)=[CH:2]1.[CH3:8][C:9]1[CH:10]=[C:11]([CH:24]=[C:25]([CH3:28])[C:26]=1[OH:27])[C:12]([NH:14][CH2:15][C:16]1([N:21]([CH3:23])[CH3:22])[CH2:20][CH2:19][CH2:18][CH2:17]1)=[O:13], predict the reaction product. The product is: [CH3:28][C:25]1[CH:24]=[C:11]([CH:10]=[C:9]([CH3:8])[C:26]=1[O:27][CH2:6][C:3]1[CH:4]=[CH:5][S:1][CH:2]=1)[C:12]([NH:14][CH2:15][C:16]1([N:21]([CH3:23])[CH3:22])[CH2:20][CH2:19][CH2:18][CH2:17]1)=[O:13]. (2) Given the reactants Cl[C:2]1[CH:7]=[C:6]([C:8]#[C:9][C:10]2[N:14]3[N:15]=[C:16]([C:19]4[CH:24]=[CH:23][C:22]([C:25]([N:27]5[CH2:32][CH2:31][O:30][CH2:29][CH2:28]5)=[O:26])=[CH:21][CH:20]=4)[CH:17]=[CH:18][C:13]3=[N:12][CH:11]=2)[CH:5]=[CH:4][N:3]=1.[F:33][C:34]([F:43])([F:42])[C:35]1[CH:41]=[CH:40][CH:39]=[CH:38][C:36]=1[NH2:37], predict the reaction product. The product is: [O:30]1[CH2:31][CH2:32][N:27]([C:25]([C:22]2[CH:23]=[CH:24][C:19]([C:16]3[CH:17]=[CH:18][C:13]4[N:14]([C:10]([C:9]#[C:8][C:6]5[CH:5]=[CH:4][N:3]=[C:2]([NH:37][C:36]6[CH:38]=[CH:39][CH:40]=[CH:41][C:35]=6[C:34]([F:33])([F:42])[F:43])[CH:7]=5)=[CH:11][N:12]=4)[N:15]=3)=[CH:20][CH:21]=2)=[O:26])[CH2:28][CH2:29]1. (3) Given the reactants [CH3:1][C:2]1([CH2:8][O:9]S(C(F)(F)F)(=O)=O)[CH2:7][CH2:6][CH2:5][CH2:4][CH2:3]1.O[C:18]1[CH:19]=[C:20]([CH:23]=[CH:24][CH:25]=1)[CH:21]=[O:22].O, predict the reaction product. The product is: [CH3:1][C:2]1([CH2:8][O:9][C:18]2[CH:19]=[C:20]([CH:23]=[CH:24][CH:25]=2)[CH:21]=[O:22])[CH2:7][CH2:6][CH2:5][CH2:4][CH2:3]1. (4) Given the reactants C[C:2]1[NH:3][C:4]2[C:9]([C:10]=1[CH:11]=[O:12])=[CH:8][CH:7]=[C:6]([C:13]([OH:15])=[O:14])[CH:5]=2.O.[Li+].[OH-], predict the reaction product. The product is: [CH:11]([C:10]1[C:9]2[C:4](=[CH:5][C:6]([C:13]([OH:15])=[O:14])=[CH:7][CH:8]=2)[NH:3][CH:2]=1)=[O:12]. (5) Given the reactants [CH2:1]([O:4][C:5]([N:7]([CH2:27][C:28]([O:30][CH3:31])=[O:29])[C@H:8]([CH2:18][O:19][Si](C(C)(C)C)(C)C)[CH2:9][CH2:10][C:11]([O:13][C:14]([CH3:17])([CH3:16])[CH3:15])=[O:12])=[O:6])[CH:2]=[CH2:3].O.C1(C)C=CC(S(O)(=O)=O)=CC=1.O, predict the reaction product. The product is: [CH2:1]([O:4][C:5]([N:7]([CH2:27][C:28]([O:30][CH3:31])=[O:29])[C@H:8]([CH2:18][OH:19])[CH2:9][CH2:10][C:11]([O:13][C:14]([CH3:15])([CH3:16])[CH3:17])=[O:12])=[O:6])[CH:2]=[CH2:3]. (6) Given the reactants [N-:1]=[N+:2]=[N-:3].[Na+].[Cl-].[NH4+].[F:7][C:8]1[CH:9]=[C:10]([CH2:15][C@H:16]([NH:20][C:21](=[O:27])[O:22][C:23]([CH3:26])([CH3:25])[CH3:24])[C@H:17]2[CH2:19][O:18]2)[CH:11]=[C:12]([F:14])[CH:13]=1, predict the reaction product. The product is: [C:23]([O:22][C:21](=[O:27])[NH:20][C@@H:16]([CH2:15][C:10]1[CH:9]=[C:8]([F:7])[CH:13]=[C:12]([F:14])[CH:11]=1)[C@H:17]([OH:18])[CH2:19][N:1]=[N+:2]=[N-:3])([CH3:24])([CH3:25])[CH3:26]. (7) Given the reactants [OH:1][C:2]1[CH:11]=[C:10]2[C:5]([CH:6]=[CH:7][C:8]([NH:12][C:13](=[O:19])[O:14][C:15]([CH3:18])([CH3:17])[CH3:16])=[CH:9]2)=[CH:4][CH:3]=1.[CH2:20](I)[CH3:21].C(=O)([O-])[O-].[K+].[K+], predict the reaction product. The product is: [CH2:20]([O:1][C:2]1[CH:11]=[C:10]2[C:5]([CH:6]=[CH:7][C:8]([NH:12][C:13](=[O:19])[O:14][C:15]([CH3:16])([CH3:18])[CH3:17])=[CH:9]2)=[CH:4][CH:3]=1)[CH3:21]. (8) Given the reactants ClC1C=CC2SC=C(CN3CCN(C4SC(C(O)=O)=C(C)N=4)C3=O)C=2C=1.[F:27][C:28]1[CH:49]=[CH:48][C:31]([CH2:32][N:33]2[CH2:37][CH2:36][N:35]([C:38]3[S:39][C:40]([C:44](O)=[O:45])=[C:41]([CH3:43])[N:42]=3)[C:34]2=[O:47])=[CH:30][CH:29]=1.[CH3:50][C:51]1[S:52][C:53]([CH2:56][NH2:57])=[CH:54][N:55]=1, predict the reaction product. The product is: [F:27][C:28]1[CH:29]=[CH:30][C:31]([CH2:32][N:33]2[CH2:37][CH2:36][N:35]([C:38]3[S:39][C:40]([C:44]([NH:57][CH2:56][C:53]4[S:52][C:51]([CH3:50])=[N:55][CH:54]=4)=[O:45])=[C:41]([CH3:43])[N:42]=3)[C:34]2=[O:47])=[CH:48][CH:49]=1.